Dataset: Full USPTO retrosynthesis dataset with 1.9M reactions from patents (1976-2016). Task: Predict the reactants needed to synthesize the given product. (1) Given the product [CH2:11]([O:13][CH:14]([N:16]1[CH:20]=[C:19]([C:2]2[C:3]([O:9][CH3:10])=[C:4]([CH:6]=[CH:7][CH:8]=2)[NH2:5])[CH:18]=[N:17]1)[CH3:15])[CH3:12], predict the reactants needed to synthesize it. The reactants are: Br[C:2]1[C:3]([O:9][CH3:10])=[C:4]([CH:6]=[CH:7][CH:8]=1)[NH2:5].[CH2:11]([O:13][CH:14]([N:16]1[CH:20]=[C:19](B2OC(C)(C)C(C)(C)O2)[CH:18]=[N:17]1)[CH3:15])[CH3:12].P([O-])([O-])([O-])=O.[K+].[K+].[K+]. (2) The reactants are: Br[C:2]1[CH:24]=[CH:23][C:5]2[C:6]3[N:7]=[C:8]([C:14]4[N:15]([CH:20]([CH3:22])[CH3:21])[N:16]=[C:17]([CH3:19])[N:18]=4)[S:9][C:10]=3[CH2:11][CH2:12][O:13][C:4]=2[CH:3]=1.[CH3:25][O:26][CH2:27][CH:28]([OH:44])[CH2:29][N:30]1[CH:34]=[C:33](B2OC(C)(C)C(C)(C)O2)[CH:32]=[N:31]1. Given the product [CH:20]([N:15]1[C:14]([C:8]2[S:9][C:10]3[CH2:11][CH2:12][O:13][C:4]4[CH:3]=[C:2]([C:33]5[CH:32]=[N:31][N:30]([CH2:29][CH:28]([OH:44])[CH2:27][O:26][CH3:25])[CH:34]=5)[CH:24]=[CH:23][C:5]=4[C:6]=3[N:7]=2)=[N:18][C:17]([CH3:19])=[N:16]1)([CH3:22])[CH3:21], predict the reactants needed to synthesize it. (3) Given the product [CH:2]([C:3]1[CH:8]=[CH:7][CH:6]=[CH:5][C:4]=1[CH:9]=[CH2:10])=[CH2:1].[CH4:1], predict the reactants needed to synthesize it. The reactants are: [CH2:1]=[CH:2][C:3]1[CH:8]=[CH:7][CH:6]=[CH:5][CH:4]=1.[C:9](OCCCC)(=O)[CH:10]=C. (4) Given the product [CH3:13][C:4]1[N:5]([C:7]2[CH:12]=[CH:11][CH:10]=[CH:9][CH:8]=2)[CH:6]=[C:2]([Sn:23]([CH2:24][CH2:25][CH2:26][CH3:27])([CH2:28][CH2:29][CH2:30][CH3:31])[CH2:19][CH2:20][CH2:21][CH3:22])[N:3]=1, predict the reactants needed to synthesize it. The reactants are: I[C:2]1[N:3]=[C:4]([CH3:13])[N:5]([C:7]2[CH:12]=[CH:11][CH:10]=[CH:9][CH:8]=2)[CH:6]=1.C([Mg]Cl)(C)C.[CH2:19]([Sn:23](Cl)([CH2:28][CH2:29][CH2:30][CH3:31])[CH2:24][CH2:25][CH2:26][CH3:27])[CH2:20][CH2:21][CH3:22].[NH4+].[Cl-]. (5) The reactants are: [Br:1][C:2]1[CH:7]=[CH:6][C:5](F)=[CH:4][C:3]=1[Cl:9].[CH2:10]([SH:12])[CH3:11].[H-].[Na+]. Given the product [Br:1][C:2]1[CH:7]=[CH:6][C:5]([S:12][CH2:10][CH3:11])=[CH:4][C:3]=1[Cl:9], predict the reactants needed to synthesize it.